This data is from Experimentally validated miRNA-target interactions with 360,000+ pairs, plus equal number of negative samples. The task is: Binary Classification. Given a miRNA mature sequence and a target amino acid sequence, predict their likelihood of interaction. (1) The miRNA is hsa-miR-215-5p with sequence AUGACCUAUGAAUUGACAGAC. The protein sequence of the target gene is MEHFDASLSTYFKALLGPRDTRVKGWFLLDNYIPTFICSVIYLLIVWLGPKYMRNKQPFSCRGILVVYNLGLTLLSLYMFCELVTGVWEGKYNFFCQGTRTAGESDMKIIRVLWWYYFSKLIEFMDTFFFILRKNNHQITVLHVYHHASMLNIWWFVMNWVPCGHSYFGATLNSFIHVLMYSYYGLSSVPSMRPYLWWKKYITQGQLLQFVLTIIQTSCGVIWPCTFPLGWLYFQIGYMISLIALFTNFYIQTYNKKGASRRKDHLKDHQNGSMAAVNGHTNSFSPLENNVKPRKLRKD. Result: 1 (interaction). (2) The miRNA is hsa-miR-4799-5p with sequence AUCUAAAUGCAGCAUGCCAGUC. The protein sequence of the target gene is MATTLGSGERWTQAYIDAIRRNKYPEDKRPDSHDPCGCCNCMKAQKEKKSENEWNQTRQGEGNATYTEEQLRGVQRIKKCRNYYDILGVSHNASDEELKKAYKKLALKFHPDKNCAPGATEAFKAIGNAFAVLSNPDKRLRYDEYGDEQVTFTVPRARSYHYYKDFEADISPEELFNVFFGGHFPSGNIHMFSNVTDDSQYYRRRHRHERTQTHKREEDKSQTPYSAFVQLLPVLVIVTISVITQLLAANPPYSLFYKSTLGYTISRETQNLQVPYFVDKNFDKAYRGASLRDLEKTIEK.... Result: 0 (no interaction).